Dataset: Merck oncology drug combination screen with 23,052 pairs across 39 cell lines. Task: Regression. Given two drug SMILES strings and cell line genomic features, predict the synergy score measuring deviation from expected non-interaction effect. Drug 1: COC12C(COC(N)=O)C3=C(C(=O)C(C)=C(N)C3=O)N1CC1NC12. Drug 2: CCN(CC)CCNC(=O)c1c(C)[nH]c(C=C2C(=O)Nc3ccc(F)cc32)c1C. Cell line: COLO320DM. Synergy scores: synergy=7.29.